From a dataset of Full USPTO retrosynthesis dataset with 1.9M reactions from patents (1976-2016). Predict the reactants needed to synthesize the given product. (1) Given the product [F:1][CH:2]([F:22])[C:3]1[CH:4]=[C:5]([C:10]2[CH:15]=[C:14]([O:16][CH3:17])[C:13]([C:24]3[C:33]4[C:28](=[CH:29][C:30]([S:34]([OH:37])(=[O:35])=[O:36])=[CH:31][CH:32]=4)[CH:27]=[CH:26][N:25]=3)=[CH:12][C:11]=2[F:21])[CH:6]=[C:7]([F:9])[CH:8]=1, predict the reactants needed to synthesize it. The reactants are: [F:1][CH:2]([F:22])[C:3]1[CH:4]=[C:5]([C:10]2[CH:15]=[C:14]([O:16][CH3:17])[C:13](B(O)O)=[CH:12][C:11]=2[F:21])[CH:6]=[C:7]([F:9])[CH:8]=1.Cl[C:24]1[C:33]2[C:28](=[CH:29][C:30]([S:34]([O:37]C3C(F)=C(F)C(F)=C(F)C=3F)(=[O:36])=[O:35])=[CH:31][CH:32]=2)[CH:27]=[CH:26][N:25]=1.C(=O)([O-])[O-].[K+].[K+]. (2) Given the product [N:17]1([CH2:26][NH:13][C:12]2[CH:14]=[CH:15][C:9]([O:8][CH2:1][C:2]3[CH:3]=[CH:4][CH:5]=[CH:6][CH:7]=3)=[CH:10][C:11]=2[F:16])[C:21]2[CH:22]=[CH:23][CH:24]=[CH:25][C:20]=2[N:19]=[N:18]1, predict the reactants needed to synthesize it. The reactants are: [CH2:1]([O:8][C:9]1[CH:15]=[CH:14][C:12]([NH2:13])=[C:11]([F:16])[CH:10]=1)[C:2]1[CH:7]=[CH:6][CH:5]=[CH:4][CH:3]=1.[N:17]1([CH2:26]O)[C:21]2[CH:22]=[CH:23][CH:24]=[CH:25][C:20]=2[N:19]=[N:18]1. (3) Given the product [F:1][C:2]1[C:11]2[CH2:10][N:9]([C@H:12]([CH:16]([CH3:17])[CH3:18])[C:13]([NH:23][CH:24]3[CH2:25][CH2:26][O:46][CH2:45]3)=[O:15])[C:8](=[O:19])[C:7]3=[CH:20][NH:21][C:5]([C:6]=23)=[N:4][CH:3]=1, predict the reactants needed to synthesize it. The reactants are: [F:1][C:2]1[C:11]2[CH2:10][N:9]([C@H:12]([CH:16]([CH3:18])[CH3:17])[C:13]([OH:15])=O)[C:8](=[O:19])[C:7]3=[CH:20][NH:21][C:5]([C:6]=23)=[N:4][CH:3]=1.C[NH:23][CH2:24][CH2:25][C:26]#N.C1C=CC2N(O)N=NC=2C=1.C(Cl)CCl.CN([CH:45]=[O:46])C. (4) Given the product [ClH:1].[NH2:31][C@@H:32]([C:36]([CH3:39])([CH3:38])[CH3:37])[C:33]([N:6]1[CH2:7][C@H:3]([OH:2])[CH2:4][C@H:5]1[C:8]([NH:10][CH2:11][C:12]1[CH:13]=[CH:14][C:15]([C:18]2[S:22][CH:21]=[N:20][C:19]=2[CH3:23])=[CH:16][CH:17]=1)=[O:9])=[O:34], predict the reactants needed to synthesize it. The reactants are: [ClH:1].[OH:2][C@H:3]1[CH2:7][NH:6][C@H:5]([C:8]([NH:10][CH2:11][C:12]2[CH:17]=[CH:16][C:15]([C:18]3[S:22][CH:21]=[N:20][C:19]=3[CH3:23])=[CH:14][CH:13]=2)=[O:9])[CH2:4]1.C(OC([NH:31][C@@H:32]([C:36]([CH3:39])([CH3:38])[CH3:37])[C:33](O)=[O:34])=O)(C)(C)C.CCN(C(C)C)C(C)C.CN(C(ON1N=NC2C=CC=NC1=2)=[N+](C)C)C.F[P-](F)(F)(F)(F)F.O1CCOCC1. (5) Given the product [OH:8][C@@H:9]1[C@@:26]2([CH3:27])[C:13](=[CH:14][CH:15]=[C:16]3[C@@H:25]2[CH2:24][CH2:23][C@@:21]2([CH3:22])[C@H:17]3[CH2:18][CH:19]=[C:20]2[CH2:28][O:29][CH2:30][CH2:31][C:32]([OH:35])([CH3:34])[CH3:33])[CH2:12][C@@H:11]([OH:36])[CH2:10]1, predict the reactants needed to synthesize it. The reactants are: [Si]([O:8][C@@H:9]1[C@@:26]2([CH3:27])[C:13](=[CH:14][CH:15]=[C:16]3[C@@H:25]2[CH2:24][CH2:23][C@@:21]2([CH3:22])[C@H:17]3[CH2:18][CH:19]=[C:20]2[CH2:28][O:29][CH2:30][CH2:31][C:32]([OH:35])([CH3:34])[CH3:33])[CH2:12][C@@H:11]([O:36][Si](C(C)(C)C)(C)C)[CH2:10]1)(C(C)(C)C)(C)C.O1CCCC1.[F-].C([N+](CCCC)(CCCC)CCCC)CCC. (6) The reactants are: [OH:1][CH2:2][CH2:3][N:4]1[CH2:9][CH2:8][N:7]([C:10]2[N:15]=[C:14]([CH3:16])[N:13]=[C:12]([NH:17][C:18]3[S:19][C:20]([S:23][C:24]4[CH:29]=[CH:28][N:27]=[C:26]([C:30]([OH:32])=O)[CH:25]=4)=[CH:21][N:22]=3)[CH:11]=2)[CH2:6][CH2:5]1.[NH2:33][CH2:34][C:35]([C:43]1[CH:48]=[CH:47][CH:46]=[CH:45][CH:44]=1)([C:37]1[CH:42]=[CH:41][CH:40]=[CH:39][CH:38]=1)[OH:36].C1C=CC2N(O)N=NC=2C=1.CCN=C=NCCCN(C)C.C(N(C(C)C)CC)(C)C. Given the product [OH:36][C:35]([C:43]1[CH:48]=[CH:47][CH:46]=[CH:45][CH:44]=1)([C:37]1[CH:42]=[CH:41][CH:40]=[CH:39][CH:38]=1)[CH2:34][NH:33][C:30](=[O:32])[C:26]1[CH:25]=[C:24]([S:23][C:20]2[S:19][C:18]([NH:17][C:12]3[CH:11]=[C:10]([N:7]4[CH2:8][CH2:9][N:4]([CH2:3][CH2:2][OH:1])[CH2:5][CH2:6]4)[N:15]=[C:14]([CH3:16])[N:13]=3)=[N:22][CH:21]=2)[CH:29]=[CH:28][N:27]=1, predict the reactants needed to synthesize it.